This data is from Reaction yield outcomes from USPTO patents with 853,638 reactions. The task is: Predict the reaction yield, written as a fraction of the theoretical maximum amount of product (1.0 means a 100% yield; for example, 0.34 means a 34% yield). (1) The product is [N:21]1([C:7]([C:6]2[CH:5]=[N:4][C:3]([NH:11][C:12]3[CH:17]=[CH:16][C:15]([Cl:18])=[CH:14][CH:13]=3)=[C:2]([Cl:1])[CH:10]=2)=[O:9])[CH2:22][CH2:24][CH2:38][CH2:37][CH2:27][CH2:25]1. The catalyst is COCCOC. The yield is 0.810. The reactants are [Cl:1][C:2]1[C:3]([NH:11][C:12]2[CH:17]=[CH:16][C:15]([Cl:18])=[CH:14][CH:13]=2)=[N:4][CH:5]=[C:6]([CH:10]=1)[C:7]([OH:9])=O.CC[N:21]([CH:25]([CH3:27])C)[CH:22]([CH3:24])C.CN(C(ON1N=N[C:38]2C=CC=N[C:37]1=2)=[N+](C)C)C.F[P-](F)(F)(F)(F)F. (2) The reactants are [Br:1][C:2]1[CH:3]=[C:4]([S:8](Cl)(=[O:10])=[O:9])[CH:5]=[CH:6][CH:7]=1.[CH3:12][NH2:13]. The catalyst is C1COCC1. The product is [CH3:12][NH:13][S:8]([C:4]1[CH:5]=[CH:6][CH:7]=[C:2]([Br:1])[CH:3]=1)(=[O:10])=[O:9]. The yield is 0.990. (3) The reactants are [F:1][C:2]1[CH:7]=[CH:6][C:5]([O:8][C:9](=[O:33])[N:10]([C@@H:12]2[C@@H:16]([C:17]3[CH:22]=[CH:21][C:20]([Cl:23])=[C:19]([Cl:24])[CH:18]=3)[CH2:15][N:14]([C:25]([CH:27]3[CH2:32][CH2:31][NH:30][CH2:29][CH2:28]3)=[O:26])[CH2:13]2)[CH3:11])=[CH:4][CH:3]=1.C(N(CC)C(C)C)(C)C.[C:43](Cl)(=[O:46])[CH2:44][CH3:45].C(=O)([O-])[O-].[Na+].[Na+]. The catalyst is C1COCC1. The product is [F:1][C:2]1[CH:7]=[CH:6][C:5]([O:8][C:9](=[O:33])[N:10]([C@@H:12]2[C@@H:16]([C:17]3[CH:22]=[CH:21][C:20]([Cl:23])=[C:19]([Cl:24])[CH:18]=3)[CH2:15][N:14]([C:25]([CH:27]3[CH2:32][CH2:31][N:30]([C:43](=[O:46])[CH2:44][CH3:45])[CH2:29][CH2:28]3)=[O:26])[CH2:13]2)[CH3:11])=[CH:4][CH:3]=1. The yield is 0.400. (4) The catalyst is C(#N)C. The reactants are Cl[CH:2]([C:14]1[CH:19]=[CH:18][CH:17]=[CH:16][CH:15]=1)[C:3]([C:5]1[C:13]2[C:8](=[CH:9][CH:10]=[CH:11][CH:12]=2)[NH:7][CH:6]=1)=[O:4].[CH3:20][O:21][C:22]1[C:28]([O:29][CH3:30])=[CH:27][CH:26]=[CH:25][C:23]=1[NH2:24].CCN(C(C)C)C(C)C. The product is [CH3:20][O:21][C:22]1[C:28]([O:29][CH3:30])=[CH:27][CH:26]=[CH:25][C:23]=1[NH:24][CH:2]([C:14]1[CH:19]=[CH:18][CH:17]=[CH:16][CH:15]=1)[C:3]([C:5]1[C:13]2[C:8](=[CH:9][CH:10]=[CH:11][CH:12]=2)[NH:7][CH:6]=1)=[O:4]. The yield is 0.130. (5) The reactants are N1CCC[C@H]1C(O)=O.C(=O)([O-])[O-].[K+].[K+].I[C:16]1[CH:17]=[CH:18][C:19]([NH2:22])=[N:20][CH:21]=1.[CH3:23][C:24]1[N:25]=[CH:26][NH:27][CH:28]=1. The catalyst is CS(C)=O.CCOC(C)=O.[Cu]I. The product is [CH3:23][C:24]1[N:25]=[CH:26][N:27]([C:16]2[CH:17]=[CH:18][C:19]([NH2:22])=[N:20][CH:21]=2)[CH:28]=1. The yield is 0.370. (6) The reactants are [NH2:1][C:2]1[CH:10]=[CH:9][CH:8]=[C:4]([C:5]([OH:7])=O)[C:3]=1[C:11]([OH:13])=[O:12].[C:14](OC(=O)C)(=[O:16])[CH3:15]. No catalyst specified. The product is [C:14]([NH:1][C:2]1[CH:10]=[CH:9][CH:8]=[C:4]2[C:5]([O:13][C:11](=[O:12])[C:3]=12)=[O:7])(=[O:16])[CH3:15]. The yield is 0.610. (7) The reactants are [CH3:1][O:2][C:3]1[CH:12]=[C:11]([O:13][CH3:14])[CH:10]=[C:9]2[C:4]=1[C:5](=[O:27])[NH:6][C:7]([C:15]1[CH:20]=[CH:19][C:18]([N:21]3[CH2:26][CH2:25][NH:24][CH2:23][CH2:22]3)=[CH:17][CH:16]=1)=[N:8]2.CCN(CC)CC.[F:35][C:36]1[CH:44]=[CH:43][C:39]([C:40](Cl)=[O:41])=[CH:38][CH:37]=1. The catalyst is C(Cl)Cl. The product is [F:35][C:36]1[CH:44]=[CH:43][C:39]([C:40]([N:24]2[CH2:23][CH2:22][N:21]([C:18]3[CH:19]=[CH:20][C:15]([C:7]4[NH:6][C:5](=[O:27])[C:4]5[C:9](=[CH:10][C:11]([O:13][CH3:14])=[CH:12][C:3]=5[O:2][CH3:1])[N:8]=4)=[CH:16][CH:17]=3)[CH2:26][CH2:25]2)=[O:41])=[CH:38][CH:37]=1. The yield is 0.450. (8) The reactants are [NH2:1][CH2:2][C@H:3]1[CH2:7][CH2:6][N:5]([C:8]([O:10][C:11]([CH3:14])([CH3:13])[CH3:12])=[O:9])[CH2:4]1.C(N(CC)CC)C.CN(C1C=CC=CN=1)C.[F:31][C:32]([F:43])([F:42])[C:33](O[C:33](=[O:34])[C:32]([F:43])([F:42])[F:31])=[O:34]. The catalyst is C(Cl)Cl.O. The product is [F:31][C:32]([F:43])([F:42])[C:33]([NH:1][CH2:2][C@H:3]1[CH2:7][CH2:6][N:5]([C:8]([O:10][C:11]([CH3:14])([CH3:13])[CH3:12])=[O:9])[CH2:4]1)=[O:34]. The yield is 1.05.